Dataset: Catalyst prediction with 721,799 reactions and 888 catalyst types from USPTO. Task: Predict which catalyst facilitates the given reaction. Reactant: C(O)(=O)C.[Br:5][C:6]1[CH:11]=[CH:10][C:9]([N+:12]([O-])=O)=[CH:8][C:7]=1[O:15][CH2:16][CH2:17][O:18][C:19]1[CH:24]=[CH:23][CH:22]=[CH:21][CH:20]=1. Product: [Br:5][C:6]1[CH:11]=[CH:10][C:9]([NH2:12])=[CH:8][C:7]=1[O:15][CH2:16][CH2:17][O:18][C:19]1[CH:20]=[CH:21][CH:22]=[CH:23][CH:24]=1. The catalyst class is: 490.